Dataset: Full USPTO retrosynthesis dataset with 1.9M reactions from patents (1976-2016). Task: Predict the reactants needed to synthesize the given product. (1) Given the product [CH2:9]([CH:8]([C:5]1[CH:6]=[CH:7][C:2]([CH:26]=[O:27])=[CH:3][CH:4]=1)[CH2:11][CH3:12])[CH3:10], predict the reactants needed to synthesize it. The reactants are: Br[C:2]1[CH:7]=[CH:6][C:5]([CH:8]([CH2:11][CH3:12])[CH2:9][CH3:10])=[CH:4][CH:3]=1.C([Li])CCC.CCCCCC.CN(C)[CH:26]=[O:27].[Cl-].[NH4+]. (2) Given the product [Cl:31][C:28]1[CH:29]=[C:30]2[C:22]([CH2:21][C:18]3[S:17][C:16]([NH:7][CH2:8][C:9]4[CH:14]=[CH:13][C:12]([F:15])=[CH:11][CH:10]=4)=[N:20][CH:19]=3)=[CH:23][NH:24][C:25]2=[N:26][CH:27]=1, predict the reactants needed to synthesize it. The reactants are: C(OC(=O)[N:7]([C:16]1[S:17][C:18]([CH2:21][C:22]2[C:30]3[C:25](=[N:26][CH:27]=[C:28]([Cl:31])[CH:29]=3)[NH:24][CH:23]=2)=[CH:19][N:20]=1)[CH2:8][C:9]1[CH:14]=[CH:13][C:12]([F:15])=[CH:11][CH:10]=1)(C)(C)C.FC(F)(F)C(O)=O.